This data is from Forward reaction prediction with 1.9M reactions from USPTO patents (1976-2016). The task is: Predict the product of the given reaction. (1) Given the reactants [C:1]([OH:4])(=[O:3])[CH3:2].[CH3:5][C:6]1[N:7]=[C:8]2[CH:16]=[CH:15][CH:14]=[CH:13][N:9]2[C:10](=[O:12])[CH:11]=1.[Br:17]Br, predict the reaction product. The product is: [C:1]([OH:4])(=[O:3])[CH3:2].[Br:17][C:11]1[C:10](=[O:12])[N:9]2[CH:13]=[CH:14][CH:15]=[CH:16][C:8]2=[N:7][C:6]=1[CH3:5]. (2) Given the reactants [F:1][C:2]1[CH:3]=[C:4]([OH:9])[CH:5]=[C:6]([F:8])[CH:7]=1.[Br:10][CH2:11][CH2:12][CH2:13]Br, predict the reaction product. The product is: [Br:10][CH2:11][CH2:12][CH2:13][O:9][C:4]1[CH:3]=[C:2]([F:1])[CH:7]=[C:6]([F:8])[CH:5]=1.